Dataset: Experimentally validated miRNA-target interactions with 360,000+ pairs, plus equal number of negative samples. Task: Binary Classification. Given a miRNA mature sequence and a target amino acid sequence, predict their likelihood of interaction. The miRNA is hsa-miR-218-5p with sequence UUGUGCUUGAUCUAACCAUGU. The protein sequence of the target gene is MDQFGDILEGEVDHSFFDSDFEEGKKCETNSVFDKQNDDPKERIDKDTKNVNSNTGMQTTENYLTEKGNERNVKFPPEHPVENDVTQTVSSFSLPASSRSKKLCDVTTGLKIHVSIPNRIPKIVKEGEDDYYTDGEESSDDGKKYHVKSKSAKPSTNVKKSIRKKYCKVSSSSSSSLSSSSSGSGTDCLDAGSDSHLSDSSPSSKSSKKHVSGITLLSPKHKYKSGIKSTETQPSSTTPKCGHYPEESEDTVTDVSPLSTPDISPLQSFELGIANDQKVKIKKQENVSQEIYEDVEDLKN.... Result: 1 (interaction).